From a dataset of Catalyst prediction with 721,799 reactions and 888 catalyst types from USPTO. Predict which catalyst facilitates the given reaction. (1) Reactant: [F:1][C:2]([F:23])([F:22])[C:3]1[CH:17]=[C:16]([C:18]([F:21])([F:20])[F:19])[CH:15]=[CH:14][C:4]=1[CH2:5][N:6]1[CH2:11][CH2:10][CH:9]([CH:12]=O)[CH2:8][CH2:7]1.[CH3:24][N:25]([CH3:37])[C:26](=[O:36])[C@H:27]([CH3:35])[NH:28][C:29]1[CH2:33][S:32][C:31](=[O:34])[N:30]=1.C([O-])(=O)C.[NH2+]1CCCCC1. Product: [F:23][C:2]([F:1])([F:22])[C:3]1[CH:17]=[C:16]([C:18]([F:21])([F:20])[F:19])[CH:15]=[CH:14][C:4]=1[CH2:5][N:6]1[CH2:11][CH2:10][CH:9](/[CH:12]=[C:33]2/[C:29]([NH:28][C@H:27]([C:26]([N:25]([CH3:24])[CH3:37])=[O:36])[CH3:35])=[N:30][C:31](=[O:34])[S:32]/2)[CH2:8][CH2:7]1. The catalyst class is: 41. (2) Reactant: [CH2:1]([C:5]1([CH2:34][CH2:35][CH2:36][CH3:37])[C:17]2[CH:16]=[C:15]([C:18]3[S:22][C:21]([CH:23]=O)=[CH:20][CH:19]=3)[CH:14]=[CH:13][C:12]=2[C:11]2[C:6]1=[CH:7][C:8]([N:25]([CH2:30][CH2:31][CH2:32][CH3:33])[CH2:26][CH2:27][CH2:28][CH3:29])=[CH:9][CH:10]=2)[CH2:2][CH2:3][CH3:4].[C:38]([CH2:40][C:41]([OH:43])=[O:42])#[N:39].N1CCCCC1. Product: [C:38]([C:40](=[CH:23][C:21]1[S:22][C:18]([C:15]2[CH:14]=[CH:13][C:12]3[C:11]4[C:6](=[CH:7][C:8]([N:25]([CH2:26][CH2:27][CH2:28][CH3:29])[CH2:30][CH2:31][CH2:32][CH3:33])=[CH:9][CH:10]=4)[C:5]([CH2:1][CH2:2][CH2:3][CH3:4])([CH2:34][CH2:35][CH2:36][CH3:37])[C:17]=3[CH:16]=2)=[CH:19][CH:20]=1)[C:41]([OH:43])=[O:42])#[N:39]. The catalyst class is: 10.